Dataset: NCI-60 drug combinations with 297,098 pairs across 59 cell lines. Task: Regression. Given two drug SMILES strings and cell line genomic features, predict the synergy score measuring deviation from expected non-interaction effect. (1) Cell line: SF-539. Drug 1: C1=CC=C(C(=C1)C(C2=CC=C(C=C2)Cl)C(Cl)Cl)Cl. Synergy scores: CSS=3.02, Synergy_ZIP=5.80, Synergy_Bliss=13.3, Synergy_Loewe=-1.13, Synergy_HSA=-0.659. Drug 2: C1=NC2=C(N=C(N=C2N1C3C(C(C(O3)CO)O)F)Cl)N. (2) Drug 1: C1=NC2=C(N1)C(=S)N=C(N2)N. Drug 2: C1CC(=O)NC(=O)C1N2C(=O)C3=CC=CC=C3C2=O. Cell line: NCI/ADR-RES. Synergy scores: CSS=35.1, Synergy_ZIP=6.54, Synergy_Bliss=6.21, Synergy_Loewe=-7.61, Synergy_HSA=5.13.